From a dataset of M1 muscarinic receptor antagonist screen with 61,756 compounds. Binary Classification. Given a drug SMILES string, predict its activity (active/inactive) in a high-throughput screening assay against a specified biological target. The result is 0 (inactive). The drug is O=C(NC1CCCC1)Cn1c2c(c(=O)n(c1=O)CCCC(=O)NCc1ccc(cc1)C)cccc2.